Predict the product of the given reaction. From a dataset of Forward reaction prediction with 1.9M reactions from USPTO patents (1976-2016). (1) The product is: [NH2:23][C:20]1[CH:19]=[C:16]2[C:17](=[O:18])[N:13]([CH:12]([C:27]3[CH:32]=[CH:31][C:30]([O:33][CH3:34])=[C:29]([O:35][CH2:36][CH3:37])[CH:28]=3)[CH2:11][C:10]([NH:9][OH:8])=[O:38])[C:14](=[O:26])[C:15]2=[CH:22][CH:21]=1. Given the reactants C([O:8][NH:9][C:10](=[O:38])[CH2:11][CH:12]([C:27]1[CH:32]=[CH:31][C:30]([O:33][CH3:34])=[C:29]([O:35][CH2:36][CH3:37])[CH:28]=1)[N:13]1[C:17](=[O:18])[C:16]2=[CH:19][C:20]([N+:23]([O-])=O)=[CH:21][CH:22]=[C:15]2[C:14]1=[O:26])C1C=CC=CC=1.C(OCC)(=O)C, predict the reaction product. (2) Given the reactants [C:1]1([S:7](Cl)(=[O:9])=[O:8])[CH:6]=[CH:5][CH:4]=[CH:3][CH:2]=1.[O:11]=[C:12]([N:29]1[CH2:34][CH2:33][NH:32][CH2:31][CH2:30]1)[CH2:13][NH:14][C:15]([C:17]1[CH:22]=[CH:21][C:20]([C:23]2[CH:28]=[CH:27][CH:26]=[CH:25][CH:24]=2)=[CH:19][CH:18]=1)=[O:16].O, predict the reaction product. The product is: [C:1]1([S:7]([N:32]2[CH2:31][CH2:30][N:29]([C:12](=[O:11])[CH2:13][NH:14][C:15]([C:17]3[CH:22]=[CH:21][C:20]([C:23]4[CH:28]=[CH:27][CH:26]=[CH:25][CH:24]=4)=[CH:19][CH:18]=3)=[O:16])[CH2:34][CH2:33]2)(=[O:9])=[O:8])[CH:6]=[CH:5][CH:4]=[CH:3][CH:2]=1.